From a dataset of Reaction yield outcomes from USPTO patents with 853,638 reactions. Predict the reaction yield, written as a fraction of the theoretical maximum amount of product (1.0 means a 100% yield; for example, 0.34 means a 34% yield). (1) The reactants are [OH:1][C:2]1[C:28]([O:29][CH3:30])=[CH:27][C:5]2[NH:6][C:7](=[O:26])[C:8]3[CH:14]=[CH:13][C:12]([C:15]4[CH:20]=[CH:19][C:18]([N+:21]([O-:23])=[O:22])=[C:17]([O:24][CH3:25])[CH:16]=4)=[CH:11][C:9]=3[NH:10][C:4]=2[CH:3]=1.Br[CH2:32][CH:33]1[CH2:38][CH2:37][CH2:36][CH2:35][O:34]1.C([O-])([O-])=O.[K+].[K+].CN(C=O)C. The catalyst is C(OCC)(=O)C. The product is [CH3:30][O:29][C:28]1[C:2]([O:1][CH2:32][CH:33]2[CH2:38][CH2:37][CH2:36][CH2:35][O:34]2)=[CH:3][C:4]2[NH:10][C:9]3[CH:11]=[C:12]([C:15]4[CH:20]=[CH:19][C:18]([N+:21]([O-:23])=[O:22])=[C:17]([O:24][CH3:25])[CH:16]=4)[CH:13]=[CH:14][C:8]=3[C:7](=[O:26])[NH:6][C:5]=2[CH:27]=1. The yield is 0.470. (2) The reactants are CO[O:3][P:4]([O:9][CH2:10][CH2:11][O:12][C:13]([N:15]1[C:23]2[C:18](=[CH:19][CH:20]=[CH:21][CH:22]=2)/[C:17](=[CH:24]/[C:25]2[NH:26][C:27]([CH3:31])=[CH:28][C:29]=2[CH3:30])/[C:16]1=[O:32])=[O:14])([O:6]OC)=[O:5].Br[Si](C)(C)C. The catalyst is C(#N)C. The product is [P:4]([O:9][CH2:10][CH2:11][O:12][C:13]([N:15]1[C:23]2[C:18](=[CH:19][CH:20]=[CH:21][CH:22]=2)/[C:17](=[CH:24]/[C:25]2[NH:26][C:27]([CH3:31])=[CH:28][C:29]=2[CH3:30])/[C:16]1=[O:32])=[O:14])([OH:6])([OH:5])=[O:3]. The yield is 0.370. (3) The reactants are [N+:1]([C:4]1[CH:5]=[C:6]([C:10]2[O:11][C:12]3[CH:13]=[N:14][CH:15]=[CH:16][C:17]=3[N:18]=2)[CH:7]=[CH:8][CH:9]=1)([O-])=O.[NH4+].[Cl-]. The catalyst is CO.O.[Fe]. The product is [N:18]1[C:17]2[CH:16]=[CH:15][N:14]=[CH:13][C:12]=2[O:11][C:10]=1[C:6]1[CH:5]=[C:4]([NH2:1])[CH:9]=[CH:8][CH:7]=1. The yield is 0.310. (4) The reactants are [Cl-].O[NH3+:3].[C:4](=[O:7])([O-])[OH:5].[Na+].CS(C)=O.[C:13]([C:15]1[CH:20]=[CH:19][CH:18]=[CH:17][C:16]=1[C:21]1[CH:26]=[CH:25][C:24]([CH2:27][C:28]2[C:33](=[O:34])[N:32]([C:35]3[CH:46]=[CH:45][C:38]([O:39][CH:40]([CH3:44])[C:41]([NH2:43])=[O:42])=[CH:37][CH:36]=3)[C:31]([CH3:47])=[N:30][C:29]=2[CH2:48][CH2:49][CH3:50])=[CH:23][CH:22]=1)#[N:14]. The catalyst is O.C(OCC)(=O)C. The product is [CH3:47][C:31]1[N:32]([C:35]2[CH:36]=[CH:37][C:38]([O:39][CH:40]([CH3:44])[C:41]([NH2:43])=[O:42])=[CH:45][CH:46]=2)[C:33](=[O:34])[C:28]([CH2:27][C:24]2[CH:23]=[CH:22][C:21]([C:16]3[CH:17]=[CH:18][CH:19]=[CH:20][C:15]=3[C:13]3[NH:3][C:4](=[O:7])[O:5][N:14]=3)=[CH:26][CH:25]=2)=[C:29]([CH2:48][CH2:49][CH3:50])[N:30]=1. The yield is 0.550. (5) The reactants are Cl.[OH:2][C:3]1([C:9]#[C:10][C:11]2[CH:16]=[CH:15][CH:14]=[CH:13][C:12]=2[F:17])[CH2:8][CH2:7][NH:6][CH2:5][CH2:4]1.[O:18]=[C:19]1[C:24]([CH:25]=O)=[CH:23][CH:22]=[CH:21][NH:20]1.C(O[BH-](OC(=O)C)OC(=O)C)(=O)C.[Na+].C(=O)(O)[O-].[Na+]. The catalyst is C(OCC)(=O)C.ClCCl. The product is [OH:2][C:3]1([C:9]#[C:10][C:11]2[CH:16]=[CH:15][CH:14]=[CH:13][C:12]=2[F:17])[CH2:4][CH2:5][N:6]([CH2:25][C:24]2[C:19](=[O:18])[NH:20][CH:21]=[CH:22][CH:23]=2)[CH2:7][CH2:8]1. The yield is 0.100. (6) The reactants are [Br:1][C:2]1[C:6]([CH3:7])=[C:5]([I:8])[S:4][C:3]=1[CH:9]=[O:10].[CH2:11](O)[CH2:12][OH:13]. The catalyst is C1C=CC=CC=1.O.C1(C)C=CC(S(O)(=O)=O)=CC=1. The product is [Br:1][C:2]1[C:6]([CH3:7])=[C:5]([I:8])[S:4][C:3]=1[CH:9]1[O:13][CH2:12][CH2:11][O:10]1. The yield is 0.940. (7) The reactants are [F:1][C:2]1[N:12]=[CH:11][C:5]2[NH:6][C:7](=O)[N:8]=[CH:9][C:4]=2[CH:3]=1.S(Cl)(Cl)=O.[C:17]([C:19]1[CH:20]=[C:21]([CH:23]=[CH:24][C:25]=1[Cl:26])[NH2:22])#[CH:18]. The catalyst is CN(C=O)C.CC(N(C)C)=O. The product is [C:17]([C:19]1[CH:20]=[C:21]([NH:22][C:9]2[C:4]3[CH:3]=[C:2]([F:1])[N:12]=[CH:11][C:5]=3[N:6]=[CH:7][N:8]=2)[CH:23]=[CH:24][C:25]=1[Cl:26])#[CH:18]. The yield is 1.00. (8) The reactants are [F:1][C:2]([F:13])([F:12])[C:3]1[CH:4]=[C:5]([CH:9]=[CH:10][CH:11]=1)[C:6](Cl)=[O:7].[CH3:14][C:15]1[CH:21]=[CH:20][C:18]([NH2:19])=[CH:17][C:16]=1[N+:22]([O-:24])=[O:23]. The catalyst is C(Cl)Cl. The product is [CH3:14][C:15]1[CH:21]=[CH:20][C:18]([NH:19][C:6](=[O:7])[C:5]2[CH:9]=[CH:10][CH:11]=[C:3]([C:2]([F:13])([F:12])[F:1])[CH:4]=2)=[CH:17][C:16]=1[N+:22]([O-:24])=[O:23]. The yield is 0.880.